Dataset: NCI-60 drug combinations with 297,098 pairs across 59 cell lines. Task: Regression. Given two drug SMILES strings and cell line genomic features, predict the synergy score measuring deviation from expected non-interaction effect. (1) Drug 1: CC12CCC3C(C1CCC2=O)CC(=C)C4=CC(=O)C=CC34C. Drug 2: C1=CC=C(C=C1)NC(=O)CCCCCCC(=O)NO. Cell line: TK-10. Synergy scores: CSS=26.4, Synergy_ZIP=1.10, Synergy_Bliss=3.12, Synergy_Loewe=-0.163, Synergy_HSA=3.45. (2) Drug 1: C1=CC(=CC=C1CCCC(=O)O)N(CCCl)CCCl. Drug 2: CN(CC1=CN=C2C(=N1)C(=NC(=N2)N)N)C3=CC=C(C=C3)C(=O)NC(CCC(=O)O)C(=O)O. Cell line: PC-3. Synergy scores: CSS=31.9, Synergy_ZIP=-8.08, Synergy_Bliss=-13.0, Synergy_Loewe=-16.8, Synergy_HSA=-9.95. (3) Drug 1: CS(=O)(=O)CCNCC1=CC=C(O1)C2=CC3=C(C=C2)N=CN=C3NC4=CC(=C(C=C4)OCC5=CC(=CC=C5)F)Cl. Synergy scores: CSS=54.3, Synergy_ZIP=-2.72, Synergy_Bliss=-4.40, Synergy_Loewe=-3.03, Synergy_HSA=-0.859. Cell line: SNB-19. Drug 2: C1=NC2=C(N1)C(=S)N=CN2. (4) Drug 1: CC12CCC3C(C1CCC2=O)CC(=C)C4=CC(=O)C=CC34C. Drug 2: CC1=C(C=C(C=C1)C(=O)NC2=CC(=CC(=C2)C(F)(F)F)N3C=C(N=C3)C)NC4=NC=CC(=N4)C5=CN=CC=C5. Cell line: SF-539. Synergy scores: CSS=11.1, Synergy_ZIP=-0.0562, Synergy_Bliss=-0.630, Synergy_Loewe=-0.384, Synergy_HSA=-0.724.